Dataset: Forward reaction prediction with 1.9M reactions from USPTO patents (1976-2016). Task: Predict the product of the given reaction. (1) Given the reactants C([O:3][C:4]([C:6]1[C:10]([CH3:11])=[C:9]([C:12]2[CH:17]=[CH:16][C:15]([C:18]#[N:19])=[CH:14][CH:13]=2)[O:8][N:7]=1)=[O:5])C.[OH-].[Na+], predict the reaction product. The product is: [C:18]([C:15]1[CH:14]=[CH:13][C:12]([C:9]2[O:8][N:7]=[C:6]([C:4]([OH:5])=[O:3])[C:10]=2[CH3:11])=[CH:17][CH:16]=1)#[N:19]. (2) Given the reactants Cl.O1CCOCC1.[Si]([O:15][CH2:16][CH2:17][N:18]([CH2:77][CH3:78])[CH2:19][CH2:20][C@@H:21]([NH:30][C:31]1[CH:36]=[CH:35][C:34]([S:37]([NH:40][C:41](=[O:69])[C:42]2[CH:47]=[CH:46][C:45]([N:48]3[CH2:53][CH2:52][CH:51]([C@H:54]([C:56]4[CH:61]=[CH:60][CH:59]=[CH:58][C:57]=4[C:62]4[CH:67]=[CH:66][C:65]([Cl:68])=[CH:64][CH:63]=4)[OH:55])[CH2:50][CH2:49]3)=[CH:44][CH:43]=2)(=[O:39])=[O:38])=[CH:33][C:32]=1[S:70]([C:73]([F:76])([F:75])[F:74])(=[O:72])=[O:71])[CH2:22][S:23][C:24]1[CH:29]=[CH:28][CH:27]=[CH:26][CH:25]=1)(C(C)(C)C)(C)C, predict the reaction product. The product is: [Cl:68][C:65]1[CH:66]=[CH:67][C:62]([C:57]2[CH:58]=[CH:59][CH:60]=[CH:61][C:56]=2[C@H:54]([OH:55])[CH:51]2[CH2:50][CH2:49][N:48]([C:45]3[CH:46]=[CH:47][C:42]([C:41]([NH:40][S:37]([C:34]4[CH:35]=[CH:36][C:31]([NH:30][C@H:21]([CH2:20][CH2:19][N:18]([CH2:77][CH3:78])[CH2:17][CH2:16][OH:15])[CH2:22][S:23][C:24]5[CH:29]=[CH:28][CH:27]=[CH:26][CH:25]=5)=[C:32]([S:70]([C:73]([F:74])([F:75])[F:76])(=[O:71])=[O:72])[CH:33]=4)(=[O:38])=[O:39])=[O:69])=[CH:43][CH:44]=3)[CH2:53][CH2:52]2)=[CH:63][CH:64]=1. (3) Given the reactants C=O.[CH3:3][NH:4][CH3:5].[Cl:6][C:7]1[CH:40]=[CH:39][CH:38]=[CH:37][C:8]=1[CH2:9][N:10]1[C:18]2[C:17](=[O:19])[N:16]([CH3:20])[C:15](=[O:21])[N:14]([CH3:22])[C:13]=2[CH:12]=[C:11]1[N:23]1[CH2:28][CH2:27][CH2:26][C@@H:25]([NH:29][C:30](=[O:36])[O:31][C:32]([CH3:35])([CH3:34])[CH3:33])[CH2:24]1.[C:41]1(C)C=CC=CC=1, predict the reaction product. The product is: [Cl:6][C:7]1[CH:40]=[CH:39][CH:38]=[CH:37][C:8]=1[CH2:9][N:10]1[C:18]2[C:17](=[O:19])[N:16]([CH3:20])[C:15](=[O:21])[N:14]([CH3:22])[C:13]=2[C:12]([CH2:3][N:4]([CH3:41])[CH3:5])=[C:11]1[N:23]1[CH2:28][CH2:27][CH2:26][C@@H:25]([NH:29][C:30](=[O:36])[O:31][C:32]([CH3:34])([CH3:35])[CH3:33])[CH2:24]1. (4) Given the reactants [NH2:1][CH2:2][C:3]1[N:12]=[C:11]([N:13]([C:15]2[CH:20]=[CH:19][C:18]([O:21][CH3:22])=[CH:17][CH:16]=2)[CH3:14])[C:10]2[C:5](=[CH:6][CH:7]=[CH:8][CH:9]=2)[N:4]=1.Cl.[C:24](Cl)(=[O:31])[C:25]1[CH:30]=[CH:29][CH:28]=[N:27][CH:26]=1.C(N(CC)CC)C, predict the reaction product. The product is: [CH3:22][O:21][C:18]1[CH:17]=[CH:16][C:15]([N:13]([CH3:14])[C:11]2[C:10]3[C:5](=[CH:6][CH:7]=[CH:8][CH:9]=3)[N:4]=[C:3]([CH2:2][NH:1][C:24](=[O:31])[C:25]3[CH:30]=[CH:29][CH:28]=[N:27][CH:26]=3)[N:12]=2)=[CH:20][CH:19]=1. (5) Given the reactants [C:1]([O:5][C:6]([N:8]1[CH2:20][C:19]2[S:18][C:17]3[N:16]=[CH:15][N:14]=[C:13](Cl)[C:12]=3[C:11]=2[CH2:10][CH2:9]1)=[O:7])([CH3:4])([CH3:3])[CH3:2].[Cl:22][C:23]1[CH:24]=[C:25]([NH2:37])[CH:26]=[CH:27][C:28]=1[O:29][CH2:30][C:31]1[CH:36]=[CH:35][CH:34]=[CH:33][N:32]=1.Cl, predict the reaction product. The product is: [C:1]([O:5][C:6]([N:8]1[CH2:20][C:19]2[S:18][C:17]3[N:16]=[CH:15][N:14]=[C:13]([NH:37][C:25]4[CH:26]=[CH:27][C:28]([O:29][CH2:30][C:31]5[CH:36]=[CH:35][CH:34]=[CH:33][N:32]=5)=[C:23]([Cl:22])[CH:24]=4)[C:12]=3[C:11]=2[CH2:10][CH2:9]1)=[O:7])([CH3:4])([CH3:3])[CH3:2]. (6) The product is: [CH2:35]([O:34][C:20]1[C:19]([CH2:18][CH2:17][CH2:16][O:15][C:14]2[CH:13]=[CH:12][C:11]([CH2:37][CH2:38][C:39]([O:41][CH2:42][CH3:43])=[O:40])=[CH:10][C:9]=2[OH:8])=[CH:23][N:22]([C:24]2[CH:29]=[CH:28][C:27]([C:30]([F:31])([F:33])[F:32])=[CH:26][N:25]=2)[N:21]=1)[CH3:36]. Given the reactants C([O:8][C:9]1[CH:10]=[C:11]([CH2:37][CH2:38][C:39]([O:41][CH2:42][CH3:43])=[O:40])[CH:12]=[CH:13][C:14]=1[O:15][CH2:16][CH2:17][CH2:18][C:19]1[C:20]([O:34][CH2:35][CH3:36])=[N:21][N:22]([C:24]2[CH:29]=[CH:28][C:27]([C:30]([F:33])([F:32])[F:31])=[CH:26][N:25]=2)[CH:23]=1)C1C=CC=CC=1.O1CCCC1, predict the reaction product. (7) Given the reactants [CH3:1][N:2]1[C:7](=[O:8])[CH:6]=[C:5]([C:9]2[CH:14]=[CH:13][N:12]=[CH:11][N:10]=2)[N:4]=[C:3]1[O:15][CH:16]1[CH2:21][CH2:20][CH2:19][NH:18][CH2:17]1.C(N(CC)CC)C.Cl[C:30]([O:32][CH3:33])=[O:31].Cl, predict the reaction product. The product is: [CH3:1][N:2]1[C:7](=[O:8])[CH:6]=[C:5]([C:9]2[CH:14]=[CH:13][N:12]=[CH:11][N:10]=2)[N:4]=[C:3]1[O:15][CH:16]1[CH2:21][CH2:20][CH2:19][N:18]([C:30]([O:32][CH3:33])=[O:31])[CH2:17]1. (8) Given the reactants FC(F)(F)C(O)=O.FC(F)(F)C(O)=O.[N:15]1([C:21]2[O:22][C:23]3[C:33]([N:34]=2)=[CH:32][C:26]2[CH2:27][CH2:28][NH:29][CH2:30][CH2:31][C:25]=2[CH:24]=3)[CH2:20][CH2:19][CH2:18][CH2:17][CH2:16]1.[Cl:35][CH2:36][CH2:37][CH2:38][S:39][C:40]1[N:41]([CH3:56])[C:42]([C:45]2[CH:54]=[CH:53][CH:52]=[C:51]3[C:46]=2[CH:47]=[CH:48][C:49]([CH3:55])=[N:50]3)=[N:43][N:44]=1, predict the reaction product. The product is: [ClH:35].[ClH:35].[CH3:56][N:41]1[C:42]([C:45]2[CH:54]=[CH:53][CH:52]=[C:51]3[C:46]=2[CH:47]=[CH:48][C:49]([CH3:55])=[N:50]3)=[N:43][N:44]=[C:40]1[S:39][CH2:38][CH2:37][CH2:36][N:29]1[CH2:28][CH2:27][C:26]2[CH:32]=[C:33]3[N:34]=[C:21]([N:15]4[CH2:20][CH2:19][CH2:18][CH2:17][CH2:16]4)[O:22][C:23]3=[CH:24][C:25]=2[CH2:31][CH2:30]1. (9) Given the reactants [CH:1]([O:4][C:5](=[O:33])[NH:6][CH2:7][CH2:8][CH2:9][CH2:10][C@H:11]([NH:29][C:30](=[O:32])[CH3:31])[C:12](=[O:28])[NH:13][CH2:14][CH2:15][N:16]([C:18](OCC1C=CC=CC=1)=O)C)([CH3:3])[CH3:2].[CH3:34]O, predict the reaction product. The product is: [C:1]([O:4][C:5](=[O:33])[NH:6][CH2:7][CH2:8][CH2:9][CH2:10][C@H:11]([NH:29][C:30](=[O:32])[CH3:31])[C:12](=[O:28])[NH:13][CH2:14][CH2:15][NH:16][CH3:18])([CH3:2])([CH3:3])[CH3:34].